Dataset: TCR-epitope binding with 47,182 pairs between 192 epitopes and 23,139 TCRs. Task: Binary Classification. Given a T-cell receptor sequence (or CDR3 region) and an epitope sequence, predict whether binding occurs between them. (1) The epitope is HTDFSSEIIGY. The TCR CDR3 sequence is CASSQDRVVVAGDTGELFF. Result: 0 (the TCR does not bind to the epitope). (2) The epitope is TFYLTNDVSFL. The TCR CDR3 sequence is CASSMRDPQETQYF. Result: 0 (the TCR does not bind to the epitope). (3) The epitope is GTITSGWTF. The TCR CDR3 sequence is CASSFRQGPMFYTF. Result: 0 (the TCR does not bind to the epitope). (4) The TCR CDR3 sequence is CSVDRQDRGFYGYTF. Result: 1 (the TCR binds to the epitope). The epitope is SGPLKAEIAQRLED. (5) The epitope is YLQPRTFLL. The TCR CDR3 sequence is CASSELGGGNTGELFF. Result: 1 (the TCR binds to the epitope). (6) The epitope is KLPDDFTGCV. The TCR CDR3 sequence is CASGNSGVPSYEQYF. Result: 1 (the TCR binds to the epitope).